From a dataset of Reaction yield outcomes from USPTO patents with 853,638 reactions. Predict the reaction yield, written as a fraction of the theoretical maximum amount of product (1.0 means a 100% yield; for example, 0.34 means a 34% yield). The reactants are [Cl:1][C:2]1[CH:9]=[CH:8][C:5]([CH:6]=O)=[CH:4][CH:3]=1.[CH2:10]([CH2:12][NH2:13])[OH:11].O. The catalyst is C1(C)C=CC=CC=1. The product is [ClH:1].[Cl:1][C:2]1[CH:9]=[CH:8][C:5]([CH2:6][NH:13][CH2:12][CH2:10][OH:11])=[CH:4][CH:3]=1. The yield is 0.820.